This data is from Forward reaction prediction with 1.9M reactions from USPTO patents (1976-2016). The task is: Predict the product of the given reaction. (1) Given the reactants Cl[C:2]1[C:3]2[N:10]([CH2:11][C:12]3[CH:17]=[CH:16][C:15]([CH2:18][OH:19])=[CH:14][CH:13]=3)[CH:9]=[CH:8][C:4]=2[N:5]=[CH:6][N:7]=1.[Cl:20][C:21]1[CH:22]=[C:23]([CH:25]=[CH:26][C:27]=1[O:28][CH2:29][C:30]1[CH:35]=[CH:34][CH:33]=[C:32]([F:36])[CH:31]=1)[NH2:24], predict the reaction product. The product is: [Cl:20][C:21]1[CH:22]=[C:23]([NH:24][C:2]2[C:3]3[N:10]([CH2:11][C:12]4[CH:17]=[CH:16][C:15]([CH2:18][OH:19])=[CH:14][CH:13]=4)[CH:9]=[CH:8][C:4]=3[N:5]=[CH:6][N:7]=2)[CH:25]=[CH:26][C:27]=1[O:28][CH2:29][C:30]1[CH:35]=[CH:34][CH:33]=[C:32]([F:36])[CH:31]=1. (2) The product is: [Cl:21][C:22]1[N:23]=[C:24]([NH2:29])[N:25]=[C:26]([NH:5][C:4]2[CH:6]=[C:7]([F:20])[C:8]([O:9][C:10]3[CH:15]=[CH:14][N:13]=[C:12]4[NH:16][CH:17]=[C:18]([Cl:19])[C:11]=34)=[C:2]([F:1])[CH:3]=2)[CH:27]=1. Given the reactants [F:1][C:2]1[CH:3]=[C:4]([CH:6]=[C:7]([F:20])[C:8]=1[O:9][C:10]1[CH:15]=[CH:14][N:13]=[C:12]2[NH:16][CH:17]=[C:18]([Cl:19])[C:11]=12)[NH2:5].[Cl:21][C:22]1[CH:27]=[C:26](Cl)[N:25]=[C:24]([NH2:29])[N:23]=1.Cl.[OH-].[Na+], predict the reaction product. (3) The product is: [F:64][C@@H:65]1[CH2:69][N:68]([C:2]2[CH:7]=[CH:6][N:5]3[N:8]=[CH:9][C:10]([C:11]([O:13][CH2:14][CH3:15])=[O:12])=[C:4]3[CH:3]=2)[C@@H:67]([C:70]2[CH:75]=[CH:74][CH:73]=[C:72]([F:76])[CH:71]=2)[CH2:66]1. Given the reactants Br[C:2]1[CH:7]=[CH:6][N:5]2[N:8]=[CH:9][C:10]([C:11]([O:13][CH2:14][CH3:15])=[O:12])=[C:4]2[CH:3]=1.CC1(C)C2C(=C(P(C3C=CC=CC=3)C3C=CC=CC=3)C=CC=2)OC2C(P(C3C=CC=CC=3)C3C=CC=CC=3)=CC=CC1=2.C(=O)([O-])[O-].[Cs+].[Cs+].[F:64][C@@H:65]1[CH2:69][NH:68][C@@H:67]([C:70]2[CH:75]=[CH:74][CH:73]=[C:72]([F:76])[CH:71]=2)[CH2:66]1, predict the reaction product. (4) Given the reactants Cl.[F:2][C:3]1[CH:8]=[C:7]([F:9])[CH:6]=[CH:5][C:4]=1[N:10]1[CH:14]([C:15]2[CH:20]=[CH:19][C:18]([N:21]3[CH2:26][CH2:25][NH:24][CH2:23][CH2:22]3)=[CH:17][CH:16]=2)[CH2:13][C:12]([C:27]([C:33]([F:36])([F:35])[F:34])([C:29]([F:32])([F:31])[F:30])[OH:28])=[N:11]1.C(N(CC)CC)C.[CH3:44][S:45](Cl)(=[O:47])=[O:46], predict the reaction product. The product is: [F:2][C:3]1[CH:8]=[C:7]([F:9])[CH:6]=[CH:5][C:4]=1[N:10]1[CH:14]([C:15]2[CH:16]=[CH:17][C:18]([N:21]3[CH2:22][CH2:23][N:24]([S:45]([CH3:44])(=[O:47])=[O:46])[CH2:25][CH2:26]3)=[CH:19][CH:20]=2)[CH2:13][C:12]([C:27]([C:29]([F:30])([F:32])[F:31])([C:33]([F:34])([F:35])[F:36])[OH:28])=[N:11]1.